Dataset: Forward reaction prediction with 1.9M reactions from USPTO patents (1976-2016). Task: Predict the product of the given reaction. (1) Given the reactants [F:1][C:2]1[CH:7]=[CH:6][C:5]([NH:8][CH2:9][C:10]2[N:11]=[CH:12][NH:13][CH:14]=2)=[CH:4][CH:3]=1.[CH:15](=O)[CH3:16].C(O[BH-](OC(=O)C)OC(=O)C)(=O)C.[Na+].C(O)(=O)C, predict the reaction product. The product is: [CH2:15]([N:8]([C:5]1[CH:4]=[CH:3][C:2]([F:1])=[CH:7][CH:6]=1)[CH2:9][C:10]1[N:11]=[CH:12][NH:13][CH:14]=1)[CH3:16]. (2) The product is: [Br:1][C:2]1[C:10]2[C:9]([O:21][C@H:22]([CH2:28][C:29]3[CH:34]=[CH:33][CH:32]=[CH:31][C:30]=3[O:35][CH:36]3[CH2:41][CH2:40][CH2:39][CH2:38][O:37]3)[C:23]([O:25][CH2:26][CH3:27])=[O:24])=[N:8][CH:7]=[N:6][C:5]=2[S:4][C:3]=1[C:12]1[CH:17]=[CH:16][C:15]([F:18])=[C:14]([O:19][CH3:20])[CH:13]=1. Given the reactants [Br:1][C:2]1[C:10]2[C:9](Cl)=[N:8][CH:7]=[N:6][C:5]=2[S:4][C:3]=1[C:12]1[CH:17]=[CH:16][C:15]([F:18])=[C:14]([O:19][CH3:20])[CH:13]=1.[OH:21][C@H:22]([CH2:28][C:29]1[CH:34]=[CH:33][CH:32]=[CH:31][C:30]=1[O:35][CH:36]1[CH2:41][CH2:40][CH2:39][CH2:38][O:37]1)[C:23]([O:25][CH2:26][CH3:27])=[O:24].C([O-])([O-])=O.[Cs+].[Cs+].C(O)(C)(C)C, predict the reaction product. (3) Given the reactants [CH2:1]([O:3][C:4]1[CH:5]=[C:6]([C:12]([OH:18])=[C:13]([C:16]#[N:17])[C:14]#[N:15])[CH:7]=[CH:8][C:9]=1[O:10][CH3:11])[CH3:2].[C:19](=O)(O)[O-].[Na+].O1CCOCC1.COS(OC)(=O)=O, predict the reaction product. The product is: [CH2:1]([O:3][C:4]1[CH:5]=[C:6]([C:12]([O:18][CH3:19])=[C:13]([C:14]#[N:15])[C:16]#[N:17])[CH:7]=[CH:8][C:9]=1[O:10][CH3:11])[CH3:2]. (4) Given the reactants [NH2:1][C:2]1[CH:7]=[CH:6][C:5]([N:8]2[CH2:13][CH2:12][N:11]([C:14](=[O:16])[CH3:15])[CH2:10][CH2:9]2)=[CH:4][C:3]=1[O:17][CH3:18].Cl[C:20]1[N:25]=[C:24]([NH:26][C:27]2[CH:32]=[CH:31][C:30]([N:33]3[CH2:38][CH2:37][N:36]([C:39](=[O:41])[CH3:40])[CH2:35][CH2:34]3)=[CH:29][C:28]=2[O:42][CH2:43][CH3:44])[C:23]([Cl:45])=[CH:22][N:21]=1, predict the reaction product. The product is: [C:39]([N:36]1[CH2:35][CH2:34][N:33]([C:30]2[CH:31]=[CH:32][C:27]([NH:26][C:24]3[C:23]([Cl:45])=[CH:22][N:21]=[C:20]([NH:1][C:2]4[CH:7]=[CH:6][C:5]([N:8]5[CH2:13][CH2:12][N:11]([C:14](=[O:16])[CH3:15])[CH2:10][CH2:9]5)=[CH:4][C:3]=4[O:17][CH3:18])[N:25]=3)=[C:28]([O:42][CH2:43][CH3:44])[CH:29]=2)[CH2:38][CH2:37]1)(=[O:41])[CH3:40]. (5) Given the reactants Br[C:2]1[S:10][C:9]2[C:4](=[N:5][CH:6]=[CH:7][C:8]=2[O:11][C:12]2[CH:17]=[CH:16][C:15]([N+:18]([O-:20])=[O:19])=[CH:14][C:13]=2[F:21])[CH:3]=1.CC1(C)C(C)(C)OB([C:30]2[CH:35]=[CH:34][C:33]([S:36]([CH3:39])(=[O:38])=[O:37])=[CH:32][CH:31]=2)O1.[F-].[Cs+].C([O-])(O)=O.[Na+], predict the reaction product. The product is: [F:21][C:13]1[CH:14]=[C:15]([N+:18]([O-:20])=[O:19])[CH:16]=[CH:17][C:12]=1[O:11][C:8]1[CH:7]=[CH:6][N:5]=[C:4]2[CH:3]=[C:2]([C:30]3[CH:35]=[CH:34][C:33]([S:36]([CH3:39])(=[O:38])=[O:37])=[CH:32][CH:31]=3)[S:10][C:9]=12.